This data is from Full USPTO retrosynthesis dataset with 1.9M reactions from patents (1976-2016). The task is: Predict the reactants needed to synthesize the given product. (1) The reactants are: [CH2:1]1[CH2:7][S:4](=[O:6])(=[O:5])[NH:3][CH2:2]1.[H-].[Na+].Cl[CH2:11][C:12]1[CH:13]=[CH:14][C:15]([C:18]2[S:26][C:25]3[C:20](=[N:21][CH:22]=[CH:23][C:24]=3[O:27][C:28]3[CH:33]=[CH:32][C:31]([NH:34][C:35]([NH:37][CH:38]4[CH2:40][CH2:39]4)=[O:36])=[CH:30][C:29]=3[F:41])[CH:19]=2)=[N:16][CH:17]=1.O. Given the product [CH:38]1([NH:37][C:35]([NH:34][C:31]2[CH:32]=[CH:33][C:28]([O:27][C:24]3[CH:23]=[CH:22][N:21]=[C:20]4[CH:19]=[C:18]([C:15]5[CH:14]=[CH:13][C:12]([CH2:11][N:3]6[CH2:2][CH2:1][CH2:7][S:4]6(=[O:6])=[O:5])=[CH:17][N:16]=5)[S:26][C:25]=34)=[C:29]([F:41])[CH:30]=2)=[O:36])[CH2:40][CH2:39]1, predict the reactants needed to synthesize it. (2) The reactants are: [N+:1]([C:4]1[CH:9]=[CH:8][CH:7]=[CH:6][C:5]=1[OH:10])([O-:3])=[O:2].Cl[CH2:12][C:13](=[O:15])[CH3:14].[Br-].[Na+].C(=O)(O)[O-].[Na+].Cl. Given the product [N+:1]([C:4]1[CH:9]=[CH:8][CH:7]=[CH:6][C:5]=1[O:10][CH2:12][C:13](=[O:15])[CH3:14])([O-:3])=[O:2], predict the reactants needed to synthesize it. (3) Given the product [OH:59][CH:56]1[CH2:57][CH2:58][CH:53]([NH:52][C:38]2[CH:39]=[C:40]([C:15]3[CH:24]=[CH:23][CH:22]=[C:21]4[C:16]=3[CH:17]=[CH:18][N:19]=[C:20]4[C:25]3[CH:26]=[N:27][C:28]4[C:33]([CH:34]=3)=[CH:32][CH:31]=[CH:30][CH:29]=4)[CH:41]=[CH:42][C:37]=2[C:35]([NH2:36])=[O:12])[CH2:54][CH2:55]1, predict the reactants needed to synthesize it. The reactants are: N1C2C(=CC=CC=2)C=C(B(O)[OH:12])C=1.Br[C:15]1[CH:24]=[CH:23][CH:22]=[C:21]2[C:16]=1[CH:17]=[CH:18][N:19]=[C:20]2[C:25]1[CH:26]=[N:27][C:28]2[C:33]([CH:34]=1)=[CH:32][CH:31]=[CH:30][CH:29]=2.[C:35]([C:37]1[CH:42]=[CH:41][C:40](B2OC(C)(C)C(C)(C)O2)=[CH:39][C:38]=1[NH:52][CH:53]1[CH2:58][CH2:57][CH:56]([OH:59])[CH2:55][CH2:54]1)#[N:36]. (4) Given the product [CH2:19]([N:21]1[C:29]2[C:24](=[N+:25]([O-:31])[CH:26]=[CH:27][C:28]=2[CH3:30])[N:23]([C:32]2[CH:33]=[CH:34][C:35]([OH:38])=[CH:36][CH:37]=2)[C:22]1=[O:49])[CH3:20], predict the reactants needed to synthesize it. The reactants are: [F-].C([N+](CCCC)(CCCC)CCCC)CCC.[CH2:19]([N:21]1[C:29]2[C:24](=[N+:25]([O-:31])[CH:26]=[CH:27][C:28]=2[CH3:30])[N:23]([C:32]2[CH:37]=[CH:36][C:35]([O:38][Si](C(C)C)(C(C)C)C(C)C)=[CH:34][CH:33]=2)[C:22]1=[O:49])[CH3:20].[Cl-].[Cl-].[Ca+2].